From a dataset of Forward reaction prediction with 1.9M reactions from USPTO patents (1976-2016). Predict the product of the given reaction. (1) Given the reactants Cl[C:2]1[N:7]=[CH:6][N:5]=[C:4]([NH:8][C@@H:9]2[CH2:13][CH2:12][N:11]([C:14]3[CH:19]=[CH:18][C:17]([F:20])=[CH:16][CH:15]=3)[CH2:10]2)[N:3]=1.C([O-])(=[O:23])C.[Na+].C(O)(=O)C.C(=O)(O)[O-].[Na+], predict the reaction product. The product is: [F:20][C:17]1[CH:18]=[CH:19][C:14]([N:11]2[CH2:12][CH2:13][C@@H:9]([NH:8][C:4]3[N:5]=[CH:6][NH:7][C:2](=[O:23])[N:3]=3)[CH2:10]2)=[CH:15][CH:16]=1. (2) Given the reactants C(Cl)(=O)C(Cl)=O.CS(C)=O.[F:11][C:12]1[CH:38]=[CH:37][C:15]([CH2:16][N:17]2[CH2:22][CH2:21][N:20]([C:23]([CH2:25][O:26][C:27]3[CH:32]=[CH:31][C:30]([Cl:33])=[CH:29][CH:28]=3)=[O:24])[CH2:19][CH:18]2[CH2:34][CH2:35][OH:36])=[CH:14][CH:13]=1.C(N(CC)CC)C, predict the reaction product. The product is: [F:11][C:12]1[CH:13]=[CH:14][C:15]([CH2:16][N:17]2[CH2:22][CH2:21][N:20]([C:23]([CH2:25][O:26][C:27]3[CH:32]=[CH:31][C:30]([Cl:33])=[CH:29][CH:28]=3)=[O:24])[CH2:19][CH:18]2[CH2:34][CH:35]=[O:36])=[CH:37][CH:38]=1. (3) Given the reactants Cl[CH2:2][CH:3]([C:5]1[N:10]=[CH:9][CH:8]=[CH:7][N:6]=1)[OH:4].[I-].[Na+].[CH3:13][NH2:14], predict the reaction product. The product is: [CH3:13][NH:14][CH2:2][CH:3]([C:5]1[N:10]=[CH:9][CH:8]=[CH:7][N:6]=1)[OH:4]. (4) Given the reactants C[O:2][C:3](=[O:23])[C:4]1[CH:9]=[CH:8][C:7]([S:10]([N:13]2[C:21]3[C:16](=[CH:17][CH:18]=[CH:19][CH:20]=3)[C:15](I)=[CH:14]2)(=[O:12])=[O:11])=[CH:6][CH:5]=1.[C:24]1(B(O)O)[CH:29]=[CH:28][CH:27]=[CH:26][CH:25]=1.C(=O)([O-])[O-].[Na+].[Na+].[OH-].[Na+], predict the reaction product. The product is: [C:24]1([C:15]2[C:16]3[C:21](=[CH:20][CH:19]=[CH:18][CH:17]=3)[N:13]([S:10]([C:7]3[CH:8]=[CH:9][C:4]([C:3]([OH:2])=[O:23])=[CH:5][CH:6]=3)(=[O:11])=[O:12])[CH:14]=2)[CH:29]=[CH:28][CH:27]=[CH:26][CH:25]=1. (5) Given the reactants [NH2:1][C:2]1[CH:9]=[CH:8][C:5]([CH2:6][NH2:7])=[CH:4][CH:3]=1.[C:10]([O:14][C:15](O[C:15]([O:14][C:10]([CH3:13])([CH3:12])[CH3:11])=[O:16])=[O:16])([CH3:13])([CH3:12])[CH3:11], predict the reaction product. The product is: [C:10]([O:14][C:15]([NH:7][CH2:6][C:5]1[CH:8]=[CH:9][C:2]([NH2:1])=[CH:3][CH:4]=1)=[O:16])([CH3:13])([CH3:12])[CH3:11].